This data is from NCI-60 drug combinations with 297,098 pairs across 59 cell lines. The task is: Regression. Given two drug SMILES strings and cell line genomic features, predict the synergy score measuring deviation from expected non-interaction effect. (1) Drug 1: C1=NC2=C(N=C(N=C2N1C3C(C(C(O3)CO)O)O)F)N. Drug 2: CN(C(=O)NC(C=O)C(C(C(CO)O)O)O)N=O. Cell line: UACC62. Synergy scores: CSS=2.81, Synergy_ZIP=-1.97, Synergy_Bliss=-1.72, Synergy_Loewe=-1.20, Synergy_HSA=-1.78. (2) Drug 1: CC12CCC(CC1=CCC3C2CCC4(C3CC=C4C5=CN=CC=C5)C)O. Drug 2: CC1CCC2CC(C(=CC=CC=CC(CC(C(=O)C(C(C(=CC(C(=O)CC(OC(=O)C3CCCCN3C(=O)C(=O)C1(O2)O)C(C)CC4CCC(C(C4)OC)OCCO)C)C)O)OC)C)C)C)OC. Cell line: MALME-3M. Synergy scores: CSS=22.9, Synergy_ZIP=-0.734, Synergy_Bliss=-0.761, Synergy_Loewe=-10.9, Synergy_HSA=0.471.